From a dataset of Blood-brain barrier permeability classification from the B3DB database. Regression/Classification. Given a drug SMILES string, predict its absorption, distribution, metabolism, or excretion properties. Task type varies by dataset: regression for continuous measurements (e.g., permeability, clearance, half-life) or binary classification for categorical outcomes (e.g., BBB penetration, CYP inhibition). Dataset: b3db_classification. (1) The result is 1 (penetrates BBB). The compound is N#CCCN1C(=O)[C@@H](O)N=C(c2ccccc2F)c2cc(Cl)ccc21. (2) The compound is Cc1cc2nc3c(=O)[nH]c(=O)nc-3n(C[C@@H](O)[C@H](O)[C@H](O)CO)c2cc1C. The result is 1 (penetrates BBB). (3) The molecule is CO[C@H]1/C=C/O[C@@]2(C)Oc3c(C)c(O)c4c(O)c(cc(O)c4c3C2=O)NC(=O)/C(C)=C\C=C\[C@H](C)[C@H](O)[C@@H](C)[C@@H](O)[C@@H](C)[C@H](OC(C)=O)[C@@H]1C. The result is 0 (does not penetrate BBB). (4) The drug is CCCCCC(=O)CCC1(C)C2Cc3ccc(O)cc3C1(C)CCN2C. The result is 1 (penetrates BBB).